Dataset: Peptide-MHC class II binding affinity with 134,281 pairs from IEDB. Task: Regression. Given a peptide amino acid sequence and an MHC pseudo amino acid sequence, predict their binding affinity value. This is MHC class II binding data. (1) The peptide sequence is HVSCRVKLSALTLKG. The MHC is HLA-DQA10303-DQB10402 with pseudo-sequence HLA-DQA10303-DQB10402. The binding affinity (normalized) is 0.196. (2) The peptide sequence is GELQIVDKIDAAFCI. The MHC is DRB1_0701 with pseudo-sequence DRB1_0701. The binding affinity (normalized) is 0.395. (3) The peptide sequence is DTQFVRFDSDAASQR. The MHC is DRB1_0402 with pseudo-sequence DRB1_0402. The binding affinity (normalized) is 0.409. (4) The peptide sequence is PFRLTCATTRQVVNV. The MHC is DRB1_0101 with pseudo-sequence DRB1_0101. The binding affinity (normalized) is 0.609. (5) The peptide sequence is DAEKPAESGGSQPPRAAARK. The MHC is DRB1_0401 with pseudo-sequence DRB1_0401. The binding affinity (normalized) is 0. (6) The peptide sequence is LSVTEQSEFYFPRAP. The MHC is DRB1_0802 with pseudo-sequence DRB1_0802. The binding affinity (normalized) is 0.177.